From a dataset of Forward reaction prediction with 1.9M reactions from USPTO patents (1976-2016). Predict the product of the given reaction. Given the reactants [C:1]([O:5][C:6]([NH:8][CH2:9][C:10]1[CH:11]=[C:12]([C:16]2[CH:21]=[CH:20][CH:19]=[C:18]([CH2:22][O:23][C:24]3[CH:29]=[C:28]([C:30]#[N:31])[CH:27]=[CH:26][C:25]=3[CH2:32][C:33]([O:35][CH3:36])=[O:34])[CH:17]=2)[CH:13]=[CH:14][CH:15]=1)=[O:7])([CH3:4])([CH3:3])[CH3:2].O.[BH4-].[Na+].C([O-])(O)=O.[Na+], predict the reaction product. The product is: [NH2:31][CH2:30][C:28]1[CH:27]=[CH:26][C:25]([CH2:32][C:33]([O:35][CH3:36])=[O:34])=[C:24]([O:23][CH2:22][C:18]2[CH:17]=[C:16]([C:12]3[CH:13]=[CH:14][CH:15]=[C:10]([CH2:9][NH:8][C:6]([O:5][C:1]([CH3:4])([CH3:3])[CH3:2])=[O:7])[CH:11]=3)[CH:21]=[CH:20][CH:19]=2)[CH:29]=1.